Dataset: Catalyst prediction with 721,799 reactions and 888 catalyst types from USPTO. Task: Predict which catalyst facilitates the given reaction. Reactant: [N:1]1[CH:6]=[CH:5][CH:4]=[CH:3][C:2]=1[CH2:7][C:8]12[CH2:28][CH2:27][C:22]3([O:26][CH2:25][CH2:24][O:23]3)[CH2:21][CH:9]1[CH2:10][CH2:11][CH2:12][C:13]1[CH:18]=[C:17]([CH:19]=O)[N:16]=[CH:15][C:14]=12.C1COCC1.[Li+].C[Si]([N-:39][Si](C)(C)C)(C)C.[F:44][C:45]1[CH:50]=[CH:49][C:48]([Mg]Br)=[CH:47][CH:46]=1. Product: [F:44][C:45]1[CH:50]=[CH:49][C:48]([CH:19]([C:17]2[N:16]=[CH:15][C:14]3[C@:8]4([CH2:7][C:2]5[CH:3]=[CH:4][CH:5]=[CH:6][N:1]=5)[CH2:28][CH2:27][C:22]5([O:26][CH2:25][CH2:24][O:23]5)[CH2:21][C@H:9]4[CH2:10][CH2:11][CH2:12][C:13]=3[CH:18]=2)[NH2:39])=[CH:47][CH:46]=1. The catalyst class is: 161.